This data is from Reaction yield outcomes from USPTO patents with 853,638 reactions. The task is: Predict the reaction yield, written as a fraction of the theoretical maximum amount of product (1.0 means a 100% yield; for example, 0.34 means a 34% yield). (1) The reactants are [CH2:1]([C:3]1[CH2:4][NH:5][C:6]2[C:11]([CH:12]=1)=[CH:10][CH:9]=[CH:8][CH:7]=2)[CH3:2]. The catalyst is CO.[Pd]. The product is [CH2:1]([CH:3]1[CH2:12][C:11]2[C:6](=[CH:7][CH:8]=[CH:9][CH:10]=2)[NH:5][CH2:4]1)[CH3:2]. The yield is 0.330. (2) The reactants are [C:1]([O:5][C:6](=[O:20])[NH:7][CH2:8][C:9](=O)[CH2:10][NH:11][C:12]([O:14][C:15]([CH3:18])([CH3:17])[CH3:16])=[O:13])([CH3:4])([CH3:3])[CH3:2].[C:21]([CH:26]=P(C1C=CC=CC=1)(C1C=CC=CC=1)C1C=CC=CC=1)([O:23][CH2:24][CH3:25])=[O:22]. The catalyst is C1C=CC=CC=1. The product is [CH2:24]([O:23][C:21](=[O:22])[CH:26]=[C:9]([CH2:10][NH:11][C:12]([O:14][C:15]([CH3:18])([CH3:17])[CH3:16])=[O:13])[CH2:8][NH:7][C:6]([O:5][C:1]([CH3:4])([CH3:3])[CH3:2])=[O:20])[CH3:25]. The yield is 0.750.